Dataset: Reaction yield outcomes from USPTO patents with 853,638 reactions. Task: Predict the reaction yield, written as a fraction of the theoretical maximum amount of product (1.0 means a 100% yield; for example, 0.34 means a 34% yield). (1) The reactants are [Cl:1][C:2]1[CH:3]=[CH:4][C:5]([CH3:20])=[C:6]([NH:8][C:9]2[C:10]([C:16]([O:18][CH3:19])=[O:17])=[CH:11][NH:12][C:13](=[O:15])[CH:14]=2)[CH:7]=1.[Cl:21]N1C(=O)CCC1=O.O. The catalyst is CN(C=O)C. The product is [Cl:21][C:14]1[C:13](=[O:15])[NH:12][CH:11]=[C:10]([C:16]([O:18][CH3:19])=[O:17])[C:9]=1[NH:8][C:6]1[CH:7]=[C:2]([Cl:1])[CH:3]=[CH:4][C:5]=1[CH3:20]. The yield is 0.800. (2) The reactants are [CH2:1]1[CH2:6][C@H:5]([C:7]([OH:9])=[O:8])[CH2:4][CH2:3][C@H:2]1[CH2:10][NH2:11].[CH3:12][CH:13]([CH3:32])[C:14]([O:16][CH:17]([O:21][C:22](ON1C(=O)CCC1=O)=[O:23])[CH:18]([CH3:20])[CH3:19])=[O:15]. The catalyst is CC(OC)(C)C.CC(C)=O.O. The product is [CH3:12][CH:13]([CH3:32])[C:14]([O:16][CH:17]([O:21][C:22]([NH:11][CH2:10][C@H:2]1[CH2:3][CH2:4][C@H:5]([C:7]([OH:9])=[O:8])[CH2:6][CH2:1]1)=[O:23])[CH:18]([CH3:19])[CH3:20])=[O:15]. The yield is 0.710.